Predict the reactants needed to synthesize the given product. From a dataset of Full USPTO retrosynthesis dataset with 1.9M reactions from patents (1976-2016). (1) The reactants are: [NH2:1][C:2]1[CH:11]=[C:10]([C:12]2[CH:17]=[CH:16][CH:15]=[CH:14][CH:13]=2)[C:9]2[C:4](=[CH:5][CH:6]=[C:7]([Cl:18])[CH:8]=2)[N:3]=1.[C:19](OC(=O)C)(=[O:21])[CH3:20]. Given the product [C:19]([NH:1][C:2]1[CH:11]=[C:10]([C:12]2[CH:17]=[CH:16][CH:15]=[CH:14][CH:13]=2)[C:9]2[C:4](=[CH:5][CH:6]=[C:7]([Cl:18])[CH:8]=2)[N:3]=1)(=[O:21])[CH3:20], predict the reactants needed to synthesize it. (2) Given the product [CH2:23]([N:22]1[C:21](=[O:30])[C:20]2[C:15](=[CH:16][C:17]([Cl:31])=[CH:18][CH:19]=2)[N:14]=[C:13]1[CH:9]([N:4]1[C:5](=[O:8])[CH2:6][CH2:7][NH:1][C:2]([CH3:32])([CH3:33])[CH2:3]1)[CH:10]([CH3:12])[CH3:11])[C:24]1[CH:25]=[CH:26][CH:27]=[CH:28][CH:29]=1, predict the reactants needed to synthesize it. The reactants are: [NH2:1][C:2]([CH3:33])([CH3:32])[CH2:3][N:4]([CH:9]([C:13]1[N:22]([CH2:23][C:24]2[CH:29]=[CH:28][CH:27]=[CH:26][CH:25]=2)[C:21](=[O:30])[C:20]2[C:15](=[CH:16][C:17]([Cl:31])=[CH:18][CH:19]=2)[N:14]=1)[CH:10]([CH3:12])[CH3:11])[C:5](=[O:8])[CH:6]=[CH2:7].C(OC(=O)NC(C)(C)CN(C(=O)C=C)C(C1N(CC2C=CC=CC=2)C(=O)C2C(=CC(Cl)=CC=2)N=1)C(C)C)(C)(C)C.C(O)(C(F)(F)F)=O. (3) The reactants are: FC(F)(F)S(O[C:7]1[CH:16]=[C:15]2[C:10]([CH:11]=[CH:12][CH:13]=[N:14]2)=[CH:9][CH:8]=1)(=O)=O.[CH:19]1(B(O)O)[CH2:21][CH2:20]1.[O-]P([O-])([O-])=O.[K+].[K+].[K+].C1(P(C2CCCCC2)C2CCCCC2)CCCCC1. Given the product [CH:19]1([C:7]2[CH:16]=[C:15]3[C:10]([CH:11]=[CH:12][CH:13]=[N:14]3)=[CH:9][CH:8]=2)[CH2:21][CH2:20]1, predict the reactants needed to synthesize it. (4) Given the product [Br:14][CH2:15][C:16]([C:4]1[CH:5]=[CH:6][C:1]([CH2:7][CH2:8][C:9]([O:11][CH2:12][CH3:13])=[O:10])=[CH:2][CH:3]=1)=[O:17], predict the reactants needed to synthesize it. The reactants are: [C:1]1([CH2:7][CH2:8][C:9]([O:11][CH2:12][CH3:13])=[O:10])[CH:6]=[CH:5][CH:4]=[CH:3][CH:2]=1.[Br:14][CH2:15][C:16](Cl)=[O:17].[Cl-].[Al+3].[Cl-].[Cl-]. (5) Given the product [CH3:43][O:42][C:38]1[CH:37]=[CH:36][C:35]([N:44]2[CH2:45][CH2:46][N:47]([CH3:50])[CH2:48][CH2:49]2)=[C:34]2[C:39]=1[CH2:40][CH2:41][C@@H:32]([NH:31][C:11](=[O:13])[C:10]1[CH:9]=[CH:8][C:7]([N:4]3[CH2:3][CH2:2][O:1][CH2:6][CH2:5]3)=[CH:15][CH:14]=1)[CH2:33]2, predict the reactants needed to synthesize it. The reactants are: [O:1]1[CH2:6][CH2:5][N:4]([C:7]2[CH:15]=[CH:14][C:10]([C:11]([OH:13])=O)=[CH:9][CH:8]=2)[CH2:3][CH2:2]1.C(N1C=CN=C1)(N1C=CN=C1)=O.C(=O)=O.[NH2:31][C@@H:32]1[CH2:41][CH2:40][C:39]2[C:34](=[C:35]([N:44]3[CH2:49][CH2:48][N:47]([CH3:50])[CH2:46][CH2:45]3)[CH:36]=[CH:37][C:38]=2[O:42][CH3:43])[CH2:33]1. (6) The reactants are: Br[C:2]1[CH:9]=[CH:8][C:5]([NH:6][CH3:7])=[CH:4][CH:3]=1.[CH3:10][Si:11]([C:14]#[CH:15])([CH3:13])[CH3:12].C1C=CC(P(C2C=CC=CC=2)C2C=CC=CC=2)=CC=1. Given the product [CH3:7][NH:6][C:5]1[CH:8]=[CH:9][C:2]([C:15]#[C:14][Si:11]([CH3:13])([CH3:12])[CH3:10])=[CH:3][CH:4]=1, predict the reactants needed to synthesize it.